Task: Predict which catalyst facilitates the given reaction.. Dataset: Catalyst prediction with 721,799 reactions and 888 catalyst types from USPTO (1) Reactant: C(Cl)(=O)C(Cl)=O.[C:7]([C:11]1[CH:16]=[CH:15][C:14]([S:17]([NH:20][CH2:21][C:22]2[CH:30]=[CH:29][C:25]([C:26](O)=[O:27])=[CH:24][CH:23]=2)(=[O:19])=[O:18])=[CH:13][CH:12]=1)([CH3:10])([CH3:9])[CH3:8].[Cl:31][C:32]1[CH:37]=[CH:36][N:35]=[CH:34][C:33]=1[NH2:38]. Product: [C:7]([C:11]1[CH:12]=[CH:13][C:14]([S:17]([NH:20][CH2:21][C:22]2[CH:23]=[CH:24][C:25]([C:26]([NH:38][C:33]3[CH:34]=[N:35][CH:36]=[CH:37][C:32]=3[Cl:31])=[O:27])=[CH:29][CH:30]=2)(=[O:19])=[O:18])=[CH:15][CH:16]=1)([CH3:10])([CH3:9])[CH3:8]. The catalyst class is: 198. (2) Product: [Cl:1][C:2]1[CH:7]=[CH:6][CH:5]=[C:4]([I:8])[C:3]=1[C:9]1[NH:13][C:12](=[O:14])[N:11]([C:15]2[CH:24]=[CH:23][C:18]([C:19]([NH:32][C:31]3[CH:33]=[CH:34][CH:35]=[C:29]([C:28]([F:27])([F:36])[F:37])[CH:30]=3)=[O:20])=[C:17]([O:25][CH3:26])[CH:16]=2)[N:10]=1. The catalyst class is: 11. Reactant: [Cl:1][C:2]1[CH:7]=[CH:6][CH:5]=[C:4]([I:8])[C:3]=1[C:9]1[NH:13][C:12](=[O:14])[N:11]([C:15]2[CH:24]=[CH:23][C:18]([C:19](OC)=[O:20])=[C:17]([O:25][CH3:26])[CH:16]=2)[N:10]=1.[F:27][C:28]([F:37])([F:36])[C:29]1[CH:30]=[C:31]([CH:33]=[CH:34][CH:35]=1)[NH2:32].C[Al](C)C. (3) Reactant: [CH2:1]([C:8]1[CH:41]=[CH:40][C:11]([CH2:12][N:13]([C:29]2[CH:30]=[CH:31][C:32]([OH:39])=[C:33]([CH:38]=2)[C:34]([O:36]C)=[O:35])[C:14](=[O:28])[C:15]2[CH:20]=[CH:19][C:18]([O:21][C:22]3[CH:27]=[CH:26][CH:25]=[CH:24][CH:23]=3)=[CH:17][CH:16]=2)=[CH:10][CH:9]=1)[CH2:2][CH2:3][CH2:4][CH2:5][CH2:6][CH3:7]. Product: [CH2:1]([C:8]1[CH:9]=[CH:10][C:11]([CH2:12][N:13]([C:29]2[CH:30]=[CH:31][C:32]([OH:39])=[C:33]([CH:38]=2)[C:34]([OH:36])=[O:35])[C:14](=[O:28])[C:15]2[CH:20]=[CH:19][C:18]([O:21][C:22]3[CH:27]=[CH:26][CH:25]=[CH:24][CH:23]=3)=[CH:17][CH:16]=2)=[CH:40][CH:41]=1)[CH2:2][CH2:3][CH2:4][CH2:5][CH2:6][CH3:7]. The catalyst class is: 23. (4) Reactant: [CH:1]1([O:7][C:8](=[O:26])[CH:9]([N:16]2[C:21](=O)[C:20]3[CH:23]=[N:24][NH:25][C:19]=3[N:18]=[CH:17]2)[C:10]2[CH:15]=[CH:14][CH:13]=[CH:12][CH:11]=2)[CH2:6][CH2:5][CH2:4][CH2:3][CH2:2]1.COC1C=CC(P2(SP(C3C=CC(OC)=CC=3)(=S)S2)=[S:36])=CC=1. Product: [CH:1]1([O:7][C:8](=[O:26])[CH:9]([N:16]2[C:21](=[S:36])[C:20]3[CH:23]=[N:24][NH:25][C:19]=3[N:18]=[CH:17]2)[C:10]2[CH:15]=[CH:14][CH:13]=[CH:12][CH:11]=2)[CH2:6][CH2:5][CH2:4][CH2:3][CH2:2]1. The catalyst class is: 113. (5) Reactant: CC([O-])(C)C.[K+].[CH2:7]([O:9][C:10]1[CH:18]=[C:17]([CH2:19][C:20]2[C:21]([NH2:27])=[N:22][C:23]([NH2:26])=[N:24][CH:25]=2)[CH:16]=[C:15]2[C:11]=1[CH:12]=[CH:13][NH:14]2)[CH3:8].[CH3:28][N:29]([CH3:34])[S:30](Cl)(=[O:32])=[O:31]. Product: [CH3:28][N:29]([CH3:34])[S:30]([N:14]1[C:15]2[C:11](=[C:10]([O:9][CH2:7][CH3:8])[CH:18]=[C:17]([CH2:19][C:20]3[C:21]([NH2:27])=[N:22][C:23]([NH2:26])=[N:24][CH:25]=3)[CH:16]=2)[CH:12]=[CH:13]1)(=[O:32])=[O:31]. The catalyst class is: 9. (6) Reactant: [NH2:1][C:2]1[CH:3]=[CH:4][CH:5]=[C:6]2[C:11]=1[N:10]=[CH:9][CH:8]=[CH:7]2.Cl.Cl[CH2:14][CH2:15][NH:16][CH2:17][CH2:18]Cl.C(O)CCCCC.[OH-].[Na+]. Product: [N:10]1[C:11]2[C:6](=[CH:5][CH:4]=[CH:3][C:2]=2[N:1]2[CH2:18][CH2:17][NH:16][CH2:15][CH2:14]2)[CH:7]=[CH:8][CH:9]=1. The catalyst class is: 262. (7) Reactant: [I:1][C:2]1[CH:14]=[CH:13][C:5]2[N:6]([CH3:12])[C:7](=[O:11])O[C:9](=[O:10])[C:4]=2[CH:3]=1.I[C:16]1C=CC(NC)=C([CH:24]=1)C(O)=O.[C:27](=[O:30])([O-])[O-:28].[Na+].[Na+].O.[C:34](Cl)(Cl)=O. Product: [OH:10][C:9]1[C:4]2[C:5](=[CH:13][CH:14]=[C:2]([I:1])[CH:3]=2)[N:6]([CH3:12])[C:7](=[O:11])[C:34]=1[C:27]([O:28][CH2:16][CH3:24])=[O:30]. The catalyst class is: 11.